This data is from Full USPTO retrosynthesis dataset with 1.9M reactions from patents (1976-2016). The task is: Predict the reactants needed to synthesize the given product. (1) Given the product [ClH:20].[F:19][C:2]1([F:1])[CH2:3][CH2:4][CH:5]([CH2:8][C:9]2[CH:10]=[C:11]([CH:16]=[CH:17][N:18]=2)[C:12]([O:14][CH3:15])=[O:13])[CH2:6][CH2:7]1, predict the reactants needed to synthesize it. The reactants are: [F:1][C:2]1([F:19])[CH2:7][CH2:6][CH:5]([CH2:8][C:9]2[CH:10]=[C:11]([CH:16]=[CH:17][N:18]=2)[C:12]([O:14][CH3:15])=[O:13])[CH2:4][CH2:3]1.[ClH:20]. (2) Given the product [Cl:17][C:14]1[CH:15]=[N:16][C:4]2[N:3]=[C:2]([N:22]3[CH2:23][CH2:24][N:19]([CH3:18])[CH2:20][CH2:21]3)[N:7]3[N:8]=[C:9]([CH2:11][CH3:12])[N:10]=[C:6]3[C:5]=2[CH:13]=1, predict the reactants needed to synthesize it. The reactants are: Cl[C:2]1[N:7]2[N:8]=[C:9]([CH2:11][CH3:12])[N:10]=[C:6]2[C:5]2[CH:13]=[C:14]([Cl:17])[CH:15]=[N:16][C:4]=2[N:3]=1.[CH3:18][N:19]1[CH2:24][CH2:23][NH:22][CH2:21][CH2:20]1. (3) Given the product [CH2:1]([O:3][C:4]1[CH:9]=[CH:8][C:7]([F:10])=[CH:6][C:5]=1[O:22][CH2:21][O:23][CH3:33])[CH3:2], predict the reactants needed to synthesize it. The reactants are: [CH2:1]([O:3][C:4]1[CH:9]=[CH:8][C:7]([F:10])=[CH:6][C:5]=1C(=O)C)[CH3:2].C1C=C(Cl)C=C([C:21]([O:23]O)=[O:22])C=1.[O-]S([O-])(=O)=O.[Mg+2].[OH-].[K+].[CH2:33](N(CC)CC)C.COCBr. (4) The reactants are: [CH2:1]([O:3][C:4]1[CH:9]=[CH:8][CH:7]=[CH:6][C:5]=1[C:10]1[S:11][CH:12]=[CH:13][CH:14]=1)[CH3:2].[Br:15][C:16]1[CH:17]=[CH:18][C:19]([Cl:24])=[C:20]([CH:23]=1)[CH:21]=O. Given the product [Br:15][C:16]1[CH:17]=[CH:18][C:19]([Cl:24])=[C:20]([CH2:21][C:12]2[S:11][C:10]([C:5]3[CH:6]=[CH:7][CH:8]=[CH:9][C:4]=3[O:3][CH2:1][CH3:2])=[CH:14][CH:13]=2)[CH:23]=1, predict the reactants needed to synthesize it. (5) The reactants are: Cl[C:2]1[C:7]([C:8]([O:10][CH3:11])=[O:9])=[CH:6][CH:5]=[C:4]([CH3:12])[N:3]=1.[Br:13][Si](C)(C)C. Given the product [Br:13][C:2]1[C:7]([C:8]([O:10][CH3:11])=[O:9])=[CH:6][CH:5]=[C:4]([CH3:12])[N:3]=1, predict the reactants needed to synthesize it. (6) Given the product [CH3:26][C:25]([NH2:24])([C:11]1[CH:10]=[CH:18][CH:17]=[CH:16][N:15]=1)[CH3:29], predict the reactants needed to synthesize it. The reactants are: [Cl-].[Ce+3].[Cl-].[Cl-].C[Li].CCO[CH2:10][CH3:11].C(C1C=[CH:18][CH:17]=[CH:16][N:15]=1)#N.C(=O)=O.[OH-].[NH4+:24].[CH2:25]1[CH2:29]OC[CH2:26]1. (7) Given the product [C:1]([C:4]1[CH:12]=[CH:11][C:7]([C:8]([O:10][CH3:14])=[O:9])=[C:6]([F:13])[CH:5]=1)(=[O:3])[CH3:2], predict the reactants needed to synthesize it. The reactants are: [C:1]([C:4]1[CH:12]=[CH:11][C:7]([C:8]([OH:10])=[O:9])=[C:6]([F:13])[CH:5]=1)(=[O:3])[CH3:2].[C:14](Cl)(=O)C(Cl)=O.CN(C)C=O.C(N(CC)CC)C.